This data is from Forward reaction prediction with 1.9M reactions from USPTO patents (1976-2016). The task is: Predict the product of the given reaction. Given the reactants [C:1]([N:8]1[CH2:15][C@H:14]([OH:16])[CH2:13][C@H:9]1[C:10]([OH:12])=[O:11])([O:3][C:4]([CH3:7])([CH3:6])[CH3:5])=[O:2].[H-].[Na+].Br[CH2:20][C:21]1[C:30]2[C:25](=[CH:26][CH:27]=[CH:28][CH:29]=2)[CH:24]=[CH:23][CH:22]=1.O, predict the reaction product. The product is: [C:1]([N:8]1[CH2:15][C@H:14]([O:16][CH2:20][C:21]2[C:30]3[C:25](=[CH:26][CH:27]=[CH:28][CH:29]=3)[CH:24]=[CH:23][CH:22]=2)[CH2:13][C@H:9]1[C:10]([OH:12])=[O:11])([O:3][C:4]([CH3:7])([CH3:6])[CH3:5])=[O:2].